From a dataset of Experimentally validated miRNA-target interactions with 360,000+ pairs, plus equal number of negative samples. Binary Classification. Given a miRNA mature sequence and a target amino acid sequence, predict their likelihood of interaction. (1) The protein sequence of the target gene is MAVFADLDLRAGSDLKALRGLVETAAHLGYSVVAINHIVDFKEKKQEIEKPVAVSELFTTLPIVQGKSRPIKILTRLTIIVSDPSHCNVLRATSSRARLYDVVAVFPKTEKLFHIACTHLDVDLVCITVTEKLPFYFKRPPINVAIDRGLAFELVYSPAIKDSTMRRYTISSALNLMQICKGKNVIISSAAERPLEIRGPYDVANLGLLFGLSESDAKAAVSTNCRAALLHGETRKTAFGIISTVKKPRPSEGDEDCLPASKKAKCEG. Result: 1 (interaction). The miRNA is hsa-miR-4728-5p with sequence UGGGAGGGGAGAGGCAGCAAGCA. (2) The miRNA is mmu-miR-326-5p with sequence GGGGGCAGGGCCUUUGUGAAGGCG. The protein sequence of the target gene is MAQHDFAPAWLNFPTPPSSTKSSLNFEKHSENFAWTENRYDVNRRRHNSSDGFDSAIGRPNGGNFGRKEKNGWRTHGRNGTENINHRGGYHGGSSRSRSSIFHAGKSQGLHENNIPDNETGRKEDKRERKQFEAEDFPSLNPEYEREPNHNKSLAAGVWEYPPNPKSRAPRMLVIKKGNTKDLQLSGFPVVGNLPSQPVKNGTGPSVYKGLVPKPAAPPTKPTQWKSQTKENKVGTSFPHESTFGVGNFNAFKSTAKNFSPSTNSVKECNRSNSSSPVDKLNQQPRLTKLTRMRTDKKSE.... Result: 0 (no interaction).